From a dataset of NCI-60 drug combinations with 297,098 pairs across 59 cell lines. Regression. Given two drug SMILES strings and cell line genomic features, predict the synergy score measuring deviation from expected non-interaction effect. Drug 1: C1=CC=C(C(=C1)C(C2=CC=C(C=C2)Cl)C(Cl)Cl)Cl. Drug 2: CC(C)NC(=O)C1=CC=C(C=C1)CNNC.Cl. Cell line: T-47D. Synergy scores: CSS=-1.75, Synergy_ZIP=2.07, Synergy_Bliss=2.77, Synergy_Loewe=1.26, Synergy_HSA=-0.613.